Dataset: Full USPTO retrosynthesis dataset with 1.9M reactions from patents (1976-2016). Task: Predict the reactants needed to synthesize the given product. (1) Given the product [I:1][C:5]1[C:6]2[C:11](=[CH:10][CH:9]=[C:8]([C:12]([O:14][CH3:15])=[O:13])[CH:7]=2)[NH:3][CH:4]=1, predict the reactants needed to synthesize it. The reactants are: [I:1]I.[NH:3]1[C:11]2[C:6](=[CH:7][C:8]([C:12]([O:14][CH3:15])=[O:13])=[CH:9][CH:10]=2)[CH:5]=[CH:4]1.C(=O)([O-])[O-].[K+].[K+].S(=O)(O)[O-].[Na+]. (2) Given the product [CH2:21]([O:20][C:18]([N:7]1[C@H:4]2[CH2:5][CH2:6][C@@H:1]1[CH:2]([C:12]([OH:14])=[O:13])[CH:3]2[C:8]([OH:10])=[O:9])=[O:19])[C:22]1[CH:27]=[CH:26][CH:25]=[CH:24][CH:23]=1, predict the reactants needed to synthesize it. The reactants are: [C@@H:1]12[NH:7][C@@H:4]([CH2:5][CH2:6]1)[CH:3]([C:8]([O:10]C)=[O:9])[CH:2]2[C:12]([O:14]C)=[O:13].[OH-].[Na+].[C:18](ON1C(=O)CCC1=O)([O:20][CH2:21][C:22]1[CH:27]=[CH:26][CH:25]=[CH:24][CH:23]=1)=[O:19].C(Cl)Cl.CO. (3) Given the product [Cl:15][CH:12]([CH2:11][C:7]1[CH:6]=[C:5]2[C:10](=[CH:9][CH:8]=1)[N:1]=[CH:2][CH:3]=[CH:4]2)[CH:13]=[O:14], predict the reactants needed to synthesize it. The reactants are: [N:1]1[C:10]2[C:5](=[CH:6][C:7]([CH2:11][CH2:12][CH:13]=[O:14])=[CH:8][CH:9]=2)[CH:4]=[CH:3][CH:2]=1.[Cl:15]N1C(=O)CCC1=O. (4) Given the product [F:1][C:2]([F:7])([F:6])[C:3]([OH:5])=[O:4].[Cl:15][C:16]1[CH:17]=[N:18][C:19]2[NH:20][C:21]3[CH:22]=[CH:23][CH:24]=[C:25]([CH:38]=3)[CH2:26][CH2:27][C:28]3[CH:36]=[C:32]([NH:33][C:34]=1[N:35]=2)[CH:31]=[C:30]([NH:37][C:44]([C:40]1[S:39][CH:43]=[CH:42][N:41]=1)=[O:45])[CH:29]=3, predict the reactants needed to synthesize it. The reactants are: [F:1][C:2]([F:7])([F:6])[C:3]([OH:5])=[O:4].FC(F)(F)C(O)=O.[Cl:15][C:16]1[CH:17]=[N:18][C:19]2[NH:20][C:21]3[CH:22]=[CH:23][CH:24]=[C:25]([CH:38]=3)[CH2:26][CH2:27][C:28]3[CH:36]=[C:32]([NH:33][C:34]=1[N:35]=2)[CH:31]=[C:30]([NH2:37])[CH:29]=3.[S:39]1[CH:43]=[CH:42][N:41]=[C:40]1[C:44](Cl)=[O:45]. (5) Given the product [NH2:1][C:2]1[C:7]([F:8])=[C:6]([CH:9]2[CH2:12][CH2:11][CH2:10]2)[N:5]=[C:4]([CH:13]=[O:14])[C:3]=1[Cl:15], predict the reactants needed to synthesize it. The reactants are: [NH2:1][C:2]1[C:7]([F:8])=[C:6]([CH:9]2[CH2:12][CH2:11][CH2:10]2)[N:5]=[C:4]([CH:13]=[O:14])[CH:3]=1.[Cl:15]N1C(C)(C)C(=O)N(Cl)C1=O.